Dataset: Full USPTO retrosynthesis dataset with 1.9M reactions from patents (1976-2016). Task: Predict the reactants needed to synthesize the given product. (1) The reactants are: [Cl:1][C:2]1[CH:7]=[CH:6][C:5]([NH:8][C:9](=[O:24])[C:10]2[CH:15]=[CH:14][CH:13]=[C:12](/[CH:16]=[CH:17]\[C:18]3[CH:23]=[CH:22][CH:21]=[CH:20][N:19]=3)[CH:11]=2)=[CH:4][CH:3]=1.II. Given the product [Cl:1][C:2]1[CH:3]=[CH:4][C:5]([NH:8][C:9](=[O:24])[C:10]2[CH:15]=[CH:14][CH:13]=[C:12](/[CH:16]=[CH:17]/[C:18]3[CH:23]=[CH:22][CH:21]=[CH:20][N:19]=3)[CH:11]=2)=[CH:6][CH:7]=1, predict the reactants needed to synthesize it. (2) Given the product [NH2:16][C:12]1[CH:11]=[C:10]([N:7]2[CH2:6][CH2:5][N:4]([CH2:3][C:2]([CH3:19])([OH:20])[CH3:1])[CH2:9][CH2:8]2)[CH:15]=[CH:14][CH:13]=1, predict the reactants needed to synthesize it. The reactants are: [CH3:1][C:2]([OH:20])([CH3:19])[CH2:3][N:4]1[CH2:9][CH2:8][N:7]([C:10]2[CH:15]=[CH:14][CH:13]=[C:12]([N+:16]([O-])=O)[CH:11]=2)[CH2:6][CH2:5]1.[NH2:16][C:12]1[CH:11]=[C:10]([N:7]2[CH2:6][CH2:5][N:4]([CH2:3][C:2]([CH3:1])([OH:20])[CH3:19])[CH2:9][CH2:8]2)[CH:15]=[CH:14][CH:13]=1.[H][H]. (3) Given the product [Cl:5][C:6]1[N:11]([CH2:19][C:18]2[CH:21]=[CH:22][C:15]([Cl:14])=[CH:16][CH:17]=2)[C:10](=[O:12])[NH:9][C:8](=[O:13])[CH:7]=1, predict the reactants needed to synthesize it. The reactants are: [H-].[Na+].[Br-].[Li+].[Cl:5][C:6]1[NH:11][C:10](=[O:12])[NH:9][C:8](=[O:13])[CH:7]=1.[Cl:14][C:15]1[CH:22]=[CH:21][C:18]([CH2:19]Br)=[CH:17][CH:16]=1. (4) Given the product [F:28][C:29]1[CH:30]=[C:31]([C:35]2[N:37]=[C:25]([CH:11]3[CH2:12][CH:13]([C:15]4[CH:20]=[CH:19][C:18]([C:21]([F:24])([F:23])[F:22])=[CH:17][CH:16]=4)[CH2:14][N:9]([C:7]([N:1]4[CH2:6][CH2:5][O:4][CH2:3][CH2:2]4)=[O:8])[CH2:10]3)[O:27][N:36]=2)[CH:32]=[CH:33][CH:34]=1, predict the reactants needed to synthesize it. The reactants are: [N:1]1([C:7]([N:9]2[CH2:14][CH:13]([C:15]3[CH:20]=[CH:19][C:18]([C:21]([F:24])([F:23])[F:22])=[CH:17][CH:16]=3)[CH2:12][CH:11]([C:25]([OH:27])=O)[CH2:10]2)=[O:8])[CH2:6][CH2:5][O:4][CH2:3][CH2:2]1.[F:28][C:29]1[CH:30]=[C:31]([C:35](=[N:37]O)[NH2:36])[CH:32]=[CH:33][CH:34]=1. (5) The reactants are: [Cl:1][C:2]1[S:6][C:5]([S:7]([N:10]([C:19]2[C:27]3[C:22](=[CH:23][CH:24]=[CH:25][C:26]=3[O:28][CH3:29])[NH:21][N:20]=2)COCC[Si](C)(C)C)(=[O:9])=[O:8])=[CH:4][CH:3]=1.Br[CH2:31][C:32]1[CH:37]=[CH:36][C:35]([S:38]([NH2:41])(=[O:40])=[O:39])=[CH:34][CH:33]=1.C(=O)([O-])[O-].[K+].[K+]. Given the product [NH2:41][S:38]([C:35]1[CH:36]=[CH:37][C:32]([CH2:31][N:21]2[C:22]3[C:27](=[C:26]([O:28][CH3:29])[CH:25]=[CH:24][CH:23]=3)[C:19]([NH:10][S:7]([C:5]3[S:6][C:2]([Cl:1])=[CH:3][CH:4]=3)(=[O:9])=[O:8])=[N:20]2)=[CH:33][CH:34]=1)(=[O:39])=[O:40], predict the reactants needed to synthesize it. (6) Given the product [CH2:11]([N:15]1[C:23]2[N:22]=[C:21]([Cl:24])[NH:20][C:19]=2[C:18](=[O:25])[N:17]([CH2:26][CH2:27][CH2:28][CH2:29][C:30]2[N:31]=[C:8]([C:5]3[CH:4]=[CH:3][C:2]([OH:1])=[CH:7][N:6]=3)[O:10][N:33]=2)[C:16]1=[O:35])[CH2:12][CH2:13][CH3:14], predict the reactants needed to synthesize it. The reactants are: [OH:1][C:2]1[CH:3]=[CH:4][C:5]([C:8]([OH:10])=O)=[N:6][CH:7]=1.[CH2:11]([N:15]1[C:23]2[N:22]=[C:21]([Cl:24])[NH:20][C:19]=2[C:18](=[O:25])[N:17]([CH2:26][CH2:27][CH2:28][CH2:29]/[C:30](=[N:33]/[H])/[NH:31]O)[C:16]1=[O:35])[CH2:12][CH2:13][CH3:14]. (7) Given the product [F:5][C:6]1[CH:11]=[C:10]([C:12]([F:14])([F:15])[F:13])[C:9]([N+:16]([O-:18])=[O:17])=[CH:8][C:7]=1[OH:19], predict the reactants needed to synthesize it. The reactants are: B(Br)(Br)Br.[F:5][C:6]1[CH:11]=[C:10]([C:12]([F:15])([F:14])[F:13])[C:9]([N+:16]([O-:18])=[O:17])=[CH:8][C:7]=1[O:19]C.O.Cl. (8) Given the product [Cl:1][C:2]1[CH:27]=[CH:26][C:5]2[N:6]3[C:10]([CH2:11][N:12]([S:36]([CH3:35])(=[O:38])=[O:37])[CH2:13][C:4]=2[CH:3]=1)=[N:9][N:8]=[C:7]3[C@H:14]1[CH2:15][CH2:16][C@H:17]([C:20]2[CH:24]=[C:23]([CH3:25])[O:22][N:21]=2)[CH2:18][CH2:19]1, predict the reactants needed to synthesize it. The reactants are: [Cl:1][C:2]1[CH:27]=[CH:26][C:5]2[N:6]3[C:10]([CH2:11][NH:12][CH2:13][C:4]=2[CH:3]=1)=[N:9][N:8]=[C:7]3[C@H:14]1[CH2:19][CH2:18][C@H:17]([C:20]2[CH:24]=[C:23]([CH3:25])[O:22][N:21]=2)[CH2:16][CH2:15]1.C(N(CC)CC)C.[CH3:35][S:36](Cl)(=[O:38])=[O:37]. (9) Given the product [CH2:1]([C:8]1[N:20]=[C:19]2[N:10]([C:11]([N:34]3[CH2:35][CH2:36][N:31]([CH3:30])[CH2:32][CH2:33]3)=[N:12][C:13]3[CH:14]=[CH:15][C:16]([Cl:21])=[CH:17][C:18]=32)[N:9]=1)[C:2]1[CH:7]=[CH:6][CH:5]=[CH:4][CH:3]=1, predict the reactants needed to synthesize it. The reactants are: [CH2:1]([C:8]1[N:20]=[C:19]2[N:10]([C:11](Cl)=[N:12][C:13]3[CH:14]=[CH:15][C:16]([Cl:21])=[CH:17][C:18]=32)[N:9]=1)[C:2]1[CH:7]=[CH:6][CH:5]=[CH:4][CH:3]=1.CCN(CC)CC.[CH3:30][N:31]1[CH2:36][CH2:35][NH:34][CH2:33][CH2:32]1.